Dataset: Catalyst prediction with 721,799 reactions and 888 catalyst types from USPTO. Task: Predict which catalyst facilitates the given reaction. Reactant: [Br:1][CH2:2][CH2:3][CH2:4][CH2:5][CH2:6][CH2:7][CH2:8][CH2:9][CH2:10][CH2:11][CH2:12][C:13]([OH:15])=O.[C:16]([NH:23][CH2:24][CH2:25][NH2:26])([O:18][C:19]([CH3:22])([CH3:21])[CH3:20])=[O:17].CN(C(ON1N=NC2C=CC=CC1=2)=[N+](C)C)C.F[P-](F)(F)(F)(F)F.C(C1C=CC=C(C(C)(C)C)N=1)(C)(C)C. Product: [C:19]([O:18][C:16]([NH:23][CH2:24][CH2:25][NH:26][C:13](=[O:15])[CH2:12][CH2:11][CH2:10][CH2:9][CH2:8][CH2:7][CH2:6][CH2:5][CH2:4][CH2:3][CH2:2][Br:1])=[O:17])([CH3:22])([CH3:21])[CH3:20]. The catalyst class is: 9.